From a dataset of Forward reaction prediction with 1.9M reactions from USPTO patents (1976-2016). Predict the product of the given reaction. (1) Given the reactants [CH2:1]([CH:8]1[O:12][C:11](=[O:13])[CH:10]=[C:9]1[OH:14])[C:2]1[CH:7]=[CH:6][CH:5]=[CH:4][CH:3]=1.[CH:15](=O)[CH2:16][CH2:17][CH2:18][CH3:19].[NH:21]1[C:29]2[C:24](=[CH:25][CH:26]=[CH:27][CH:28]=2)[C:23]([CH2:30][CH2:31][NH:32][C:33](=[O:35])[CH3:34])=[CH:22]1, predict the reaction product. The product is: [CH2:1]([CH:8]1[O:12][C:11](=[O:13])[C:10]([CH:15]([C:22]2[NH:21][C:29]3[C:24]([C:23]=2[CH2:30][CH2:31][NH:32][C:33](=[O:35])[CH3:34])=[CH:25][CH:26]=[CH:27][CH:28]=3)[CH2:16][CH2:17][CH2:18][CH3:19])=[C:9]1[OH:14])[C:2]1[CH:3]=[CH:4][CH:5]=[CH:6][CH:7]=1. (2) Given the reactants [C:1]1([C:13](=[O:26])[C:14]([NH:16][CH2:17][CH2:18][CH2:19][CH2:20][CH2:21][CH2:22][C:23](O)=[O:24])=[O:15])[C:11]2=[C:12]3[C:7](=[CH:8][CH:9]=[CH:10]2)[CH2:6][CH2:5][CH2:4][N:3]3[CH:2]=1.C(N(CC)CC)C.[O:34]1[CH2:39][CH2:38][CH2:37][CH2:36][CH:35]1[O:40][NH2:41].CN(C(ON1N=NC2C=CC=CC1=2)=[N+](C)C)C.F[P-](F)(F)(F)(F)F, predict the reaction product. The product is: [C:1]1([C:13](=[O:26])[C:14]([NH:16][CH2:17][CH2:18][CH2:19][CH2:20][CH2:21][CH2:22][C:23]([NH:41][O:40][CH:35]2[CH2:36][CH2:37][CH2:38][CH2:39][O:34]2)=[O:24])=[O:15])[C:11]2=[C:12]3[C:7](=[CH:8][CH:9]=[CH:10]2)[CH2:6][CH2:5][CH2:4][N:3]3[CH:2]=1. (3) Given the reactants [H-].[Na+].[C:3]([C:5]1[CH:6]=[C:7]2[C:11](=[CH:12][CH:13]=1)[NH:10][C:9](=[O:14])[CH2:8]2)#[N:4].[Cl:15][C:16]1[CH:21]=[CH:20][C:19]([CH2:22][N:23]2[CH2:27][CH2:26][CH2:25][CH2:24]2)=[CH:18][N+:17]=1[O-].P(Cl)(Cl)Cl, predict the reaction product. The product is: [NH3:4].[ClH:15].[OH:14][C:9]1[NH:10][C:11]2[C:7]([C:8]=1[C:16]1[CH:21]=[CH:20][C:19]([CH2:22][N:23]3[CH2:27][CH2:26][CH2:25][CH2:24]3)=[CH:18][N:17]=1)=[CH:6][C:5]([C:3]#[N:4])=[CH:13][CH:12]=2. (4) Given the reactants [Br:1][C:2]1[CH:7]=[C:6]([Cl:8])[CH:5]=[C:4]([F:9])[C:3]=1[N:10]=[C:11]=[O:12].[NH2:13][CH:14]1[CH2:19][CH2:18][N:17]([C:20]([O:22][C:23]([CH3:26])([CH3:25])[CH3:24])=[O:21])[CH2:16][CH2:15]1.ClCCl, predict the reaction product. The product is: [Br:1][C:2]1[CH:7]=[C:6]([Cl:8])[CH:5]=[C:4]([F:9])[C:3]=1[NH:10][C:11]([NH:13][CH:14]1[CH2:15][CH2:16][N:17]([C:20]([O:22][C:23]([CH3:26])([CH3:25])[CH3:24])=[O:21])[CH2:18][CH2:19]1)=[O:12]. (5) Given the reactants [CH2:1]=[CH:2][C:3]1[CH:8]=[CH:7][CH:6]=[CH:5][CH:4]=1.[CH:9]([C:11]1[C:20]2[C:15](=[CH:16][CH:17]=[CH:18][CH:19]=2)[CH:14]=[CH:13][CH:12]=1)=[CH2:10], predict the reaction product. The product is: [CH2:1]=[CH:2][C:3]1[CH:8]=[CH:7][CH:6]=[CH:5][CH:4]=1.[CH:9]([C:11]1[C:20]2[C:15](=[CH:16][CH:17]=[CH:18][CH:19]=2)[CH:14]=[CH:13][CH:12]=1)=[CH2:10].